Predict the reactants needed to synthesize the given product. From a dataset of Full USPTO retrosynthesis dataset with 1.9M reactions from patents (1976-2016). (1) Given the product [CH3:1][C:2]1[C:3]([S:7][C:8]2[N:12]=[CH:11][NH:10][N:9]=2)=[C:4]([CH3:5])[N:20]([C:14]2[CH:19]=[CH:18][CH:17]=[CH:16][CH:15]=2)[N:21]=1, predict the reactants needed to synthesize it. The reactants are: [CH3:1][C:2](=O)[CH:3]([S:7][C:8]1[N:12]=[CH:11][NH:10][N:9]=1)[C:4](=O)[CH3:5].[C:14]1([NH:20][NH2:21])[CH:19]=[CH:18][CH:17]=[CH:16][CH:15]=1. (2) Given the product [C:1]1([C:7]2[C:8]([C:18]3[O:21][N:22]=[C:23]([C:25]4[CH:26]=[CH:27][C:28]([CH2:29][N:30]5[CH2:31][CH:32]([C:34]([O:36][C:37]([CH3:39])([CH3:38])[CH3:40])=[O:35])[CH2:33]5)=[CH:41][CH:42]=4)[N:24]=3)=[N:9][O:10][C:11]=2[C:12]2[CH:13]=[CH:14][CH:15]=[CH:16][CH:17]=2)[CH:6]=[CH:5][CH:4]=[CH:3][CH:2]=1, predict the reactants needed to synthesize it. The reactants are: [C:1]1([C:7]2[C:8]([C:18](O)=O)=[N:9][O:10][C:11]=2[C:12]2[CH:17]=[CH:16][CH:15]=[CH:14][CH:13]=2)[CH:6]=[CH:5][CH:4]=[CH:3][CH:2]=1.[OH:21]/[N:22]=[C:23](/[C:25]1[CH:42]=[CH:41][C:28]([CH2:29][N:30]2[CH2:33][CH:32]([C:34]([O:36][C:37]([CH3:40])([CH3:39])[CH3:38])=[O:35])[CH2:31]2)=[CH:27][CH:26]=1)\[NH2:24].C1C=CC2N(O)N=NC=2C=1.C(Cl)CCl. (3) Given the product [CH3:12][O:11][C:9](=[O:10])[C:8]([C:4]1[CH:3]=[C:2]([B:15]([OH:19])[OH:16])[CH:7]=[N:6][CH:5]=1)([CH3:14])[CH3:13], predict the reactants needed to synthesize it. The reactants are: Br[C:2]1[CH:3]=[C:4]([C:8]([CH3:14])([CH3:13])[C:9]([O:11][CH3:12])=[O:10])[CH:5]=[N:6][CH:7]=1.[B:15]1(B2OC(C)(C)C(C)(C)O2)[O:19]C(C)(C)C(C)(C)[O:16]1.C1(P(C2CCCCC2)C2CCCCC2)CCCCC1.C([O-])(=O)C.[K+]. (4) The reactants are: [F:1][C:2]1[CH:7]=[CH:6][C:5]([CH:8]([C:46]2[CH:51]=[CH:50][C:49]([F:52])=[CH:48][CH:47]=2)[C:9](=O)[CH2:10][N:11]([CH2:21][C@@H:22]2[CH2:27][N:26]([C:28]([O:30][CH2:31][C:32]3[CH:37]=[CH:36][CH:35]=[CH:34][CH:33]=3)=[O:29])[CH2:25][CH2:24][N:23]2C(OC(C)(C)C)=O)[CH2:12][C:13]2[CH:18]=[CH:17][CH:16]=[CH:15][C:14]=2[O:19][CH3:20])=[CH:4][CH:3]=1.Cl. Given the product [F:1][C:2]1[CH:3]=[CH:4][C:5]([CH:8]([C:46]2[CH:47]=[CH:48][C:49]([F:52])=[CH:50][CH:51]=2)[C@H:9]2[N:23]3[CH2:24][CH2:25][N:26]([C:28]([O:30][CH2:31][C:32]4[CH:33]=[CH:34][CH:35]=[CH:36][CH:37]=4)=[O:29])[CH2:27][C@H:22]3[CH2:21][N:11]([CH2:12][C:13]3[CH:18]=[CH:17][CH:16]=[CH:15][C:14]=3[O:19][CH3:20])[CH2:10]2)=[CH:6][CH:7]=1, predict the reactants needed to synthesize it. (5) Given the product [Br:1][C:2]1[C:3]([Cl:12])=[N:4][CH:5]=[C:6]([CH3:8])[CH:7]=1, predict the reactants needed to synthesize it. The reactants are: [Br:1][C:2]1[C:3](=O)[NH:4][CH:5]=[C:6]([CH3:8])[CH:7]=1.P(Cl)(Cl)([Cl:12])=O. (6) Given the product [F:1][C:2]1[CH:7]=[CH:6][C:5]([C:8]2[C:16]3[C:11](=[CH:12][CH:13]=[CH:14][CH:15]=3)[N:10]([CH:17]([CH3:19])[CH3:18])[C:9]=2/[CH:22]=[CH:23]/[C:24]([O:26][CH3:27])=[O:25])=[CH:4][CH:3]=1, predict the reactants needed to synthesize it. The reactants are: [F:1][C:2]1[CH:7]=[CH:6][C:5]([C:8]2[C:16]3[C:11](=[CH:12][CH:13]=[CH:14][CH:15]=3)[N:10]([CH:17]([CH3:19])[CH3:18])[CH:9]=2)=[CH:4][CH:3]=1.CO/[CH:22]=[CH:23]/[C:24]([O:26][CH3:27])=[O:25].O.P(Cl)(Cl)(Cl)=O. (7) Given the product [CH3:18][CH:12]1[C:11]2[C:10]3[CH2:19][CH2:20][NH:6][CH2:7][CH2:8][C:9]=3[CH:17]=[CH:16][C:15]=2[CH2:14][CH2:13]1, predict the reactants needed to synthesize it. The reactants are: C(OC([N:6]1[CH2:20][CH2:19][C:10]2[C:11]3[CH:12]([CH3:18])[CH2:13][CH2:14][C:15]=3[CH:16]=[CH:17][C:9]=2[CH2:8][CH2:7]1)=O)C.[Si](I)(C)(C)C. (8) Given the product [ClH:36].[Cl:37][C:32]1[CH:31]=[C:30]([C@@H:12]2[O:11][CH2:10][CH2:9][NH:8][CH2:14][C@H:13]2[CH2:15][NH:16][C:17]([C:19]2[CH:27]=[C:26]([F:28])[C:25]([F:29])=[CH:24][C:20]=2[C:21]([OH:23])=[O:22])=[O:18])[CH:35]=[CH:34][C:33]=1[Cl:36], predict the reactants needed to synthesize it. The reactants are: C(OC([N:8]1[CH2:14][C@@H:13]([CH2:15][NH:16][C:17]([C:19]2[CH:27]=[C:26]([F:28])[C:25]([F:29])=[CH:24][C:20]=2[C:21]([OH:23])=[O:22])=[O:18])[C@H:12]([C:30]2[CH:35]=[CH:34][C:33]([Cl:36])=[C:32]([Cl:37])[CH:31]=2)[O:11][CH2:10][CH2:9]1)=O)(C)(C)C.C(OCC)(=O)C.Cl. (9) Given the product [C:25]([O:28][CH2:29][C:30]1[C:31]([N:45]2[CH2:57][CH2:56][N:48]3[C:49]4[CH2:50][CH2:51][CH2:52][CH2:53][C:54]=4[CH:55]=[C:47]3[C:46]2=[O:58])=[CH:32][CH:33]=[CH:34][C:35]=1[C:2]1[CH:3]=[C:4]([NH:10][C:11]2[CH:16]=[CH:15][C:14]([N:17]3[CH2:22][CH2:21][N:20]([CH2:23][CH3:24])[CH2:19][CH2:18]3)=[CH:13][N:12]=2)[C:5](=[O:9])[N:6]([CH3:8])[CH:7]=1)(=[O:27])[CH3:26], predict the reactants needed to synthesize it. The reactants are: Br[C:2]1[CH:3]=[C:4]([NH:10][C:11]2[CH:16]=[CH:15][C:14]([N:17]3[CH2:22][CH2:21][N:20]([CH2:23][CH3:24])[CH2:19][CH2:18]3)=[CH:13][N:12]=2)[C:5](=[O:9])[N:6]([CH3:8])[CH:7]=1.[C:25]([O:28][CH2:29][C:30]1[C:35](B2OC(C)(C)C(C)(C)O2)=[CH:34][CH:33]=[CH:32][C:31]=1[N:45]1[CH2:57][CH2:56][N:48]2[C:49]3[CH2:50][CH2:51][CH2:52][CH2:53][C:54]=3[CH:55]=[C:47]2[C:46]1=[O:58])(=[O:27])[CH3:26].C([O-])([O-])=O.[Na+].[Na+].COCCOC. (10) Given the product [Cl:5][C:6]1[CH:14]=[C:13]([CH3:15])[C:12]([N+:16]([O-:18])=[O:17])=[CH:11][C:7]=1[C:8]([O:10][CH3:1])=[O:9], predict the reactants needed to synthesize it. The reactants are: [C:1](Cl)(=O)C.[Cl:5][C:6]1[CH:14]=[C:13]([CH3:15])[C:12]([N+:16]([O-:18])=[O:17])=[CH:11][C:7]=1[C:8]([OH:10])=[O:9].